From a dataset of Forward reaction prediction with 1.9M reactions from USPTO patents (1976-2016). Predict the product of the given reaction. (1) Given the reactants [CH3:1][C:2]1[O:6][C:5]([CH:7]([NH2:13])[C:8]2([CH3:12])[CH2:11][O:10][CH2:9]2)=[CH:4][CH:3]=1.C([O:16][C:17]1[C:18](=[O:37])[C:19](=O)[C:20]=1[NH:21][C:22]1[CH:27]=[CH:26][CH:25]=[C:24]([C:28]([N:30]2[CH2:34][CH2:33][CH2:32][CH2:31]2)=[O:29])[C:23]=1[OH:35])C, predict the reaction product. The product is: [OH:35][C:23]1[C:24]([C:28]([N:30]2[CH2:34][CH2:33][CH2:32][CH2:31]2)=[O:29])=[CH:25][CH:26]=[CH:27][C:22]=1[NH:21][C:20]1[C:17](=[O:16])[C:18](=[O:37])[C:19]=1[NH:13][CH:7]([C:5]1[O:6][C:2]([CH3:1])=[CH:3][CH:4]=1)[C:8]1([CH3:12])[CH2:9][O:10][CH2:11]1. (2) Given the reactants [P:1]([O:19][C:20]([C:49]1[CH:54]=[CH:53][C:52]([F:55])=[CH:51][C:50]=1[F:56])([CH2:43][N:44]1[CH:48]=[N:47][CH:46]=[N:45]1)[CH2:21][N:22]1[CH:26]=[N:25][C:24](/[CH:27]=[CH:28]/[C:29]2[CH:34]=[CH:33][C:32]([O:35][CH2:36][C:37]([F:42])([F:41])[CH:38]([F:40])[F:39])=[CH:31][CH:30]=2)=[N:23]1)([O:11]CC1C=CC=CC=1)([O:3]CC1C=CC=CC=1)=[O:2].Br[Si](C)(C)C.N1C=CC=CC=1.[OH-].[Na+].S(=O)(=O)(O)O, predict the reaction product. The product is: [P:1]([OH:11])([OH:3])([O:19][C:20]([C:49]1[CH:54]=[CH:53][C:52]([F:55])=[CH:51][C:50]=1[F:56])([CH2:43][N:44]1[CH:48]=[N:47][CH:46]=[N:45]1)[CH2:21][N:22]1[CH:26]=[N:25][C:24](/[CH:27]=[CH:28]/[C:29]2[CH:30]=[CH:31][C:32]([O:35][CH2:36][C:37]([F:41])([F:42])[CH:38]([F:40])[F:39])=[CH:33][CH:34]=2)=[N:23]1)=[O:2]. (3) Given the reactants [C:1]([N:3]=[C:4]([NH:34][CH3:35])[NH:5][CH2:6][CH2:7][CH2:8][C@:9]1([C:28]2[CH:33]=[CH:32][CH:31]=[CH:30][CH:29]=2)[N:13]([C:14](=[O:19])[C@@H:15]([O:17][CH3:18])[CH3:16])[N:12]=[C:11]([C:20]2[CH:25]=[C:24]([F:26])[CH:23]=[CH:22][C:21]=2[F:27])[S:10]1)#[N:2].[ClH:36].[OH2:37], predict the reaction product. The product is: [ClH:36].[F:27][C:21]1[CH:22]=[CH:23][C:24]([F:26])=[CH:25][C:20]=1[C:11]1[S:10][C@@:9]([CH2:8][CH2:7][CH2:6][NH:5][C:4]([NH:34][CH3:35])=[N:3][C:1]([NH2:2])=[O:37])([C:28]2[CH:33]=[CH:32][CH:31]=[CH:30][CH:29]=2)[N:13]([C:14](=[O:19])[C@@H:15]([O:17][CH3:18])[CH3:16])[N:12]=1. (4) Given the reactants [NH2:1][C:2]1([C:6]2[S:7][C:8]([C:11]3[CH:12]=[C:13]([NH:18][C:19]4[N:24]=[C:23]([C:25]([F:28])([F:27])[F:26])[CH:22]=[CH:21][N:20]=4)[CH:14]=[C:15]([CH3:17])[CH:16]=3)=[CH:9][N:10]=2)[CH2:5][O:4][CH2:3]1.CCN(CC)CC.[CH3:36][S:37](Cl)(=[O:39])=[O:38], predict the reaction product. The product is: [CH3:17][C:15]1[CH:16]=[C:11]([C:8]2[S:7][C:6]([C:2]3([NH:1][S:37]([CH3:36])(=[O:39])=[O:38])[CH2:3][O:4][CH2:5]3)=[N:10][CH:9]=2)[CH:12]=[C:13]([NH:18][C:19]2[N:24]=[C:23]([C:25]([F:28])([F:27])[F:26])[CH:22]=[CH:21][N:20]=2)[CH:14]=1. (5) Given the reactants [Cl:1][C:2]1[CH:9]=[CH:8][C:5]([CH2:6][NH2:7])=[CH:4][C:3]=1[C:10]([F:13])([F:12])[F:11].C1([O:20][C:21](=O)[NH:22][C:23]2[C:32]3[C:27](=[CH:28][CH:29]=[C:30]([OH:33])[CH:31]=3)[CH:26]=[CH:25][CH:24]=2)C=CC=CC=1, predict the reaction product. The product is: [Cl:1][C:2]1[CH:9]=[CH:8][C:5]([CH2:6][NH:7][C:21]([NH:22][C:23]2[C:32]3[C:27](=[CH:28][CH:29]=[C:30]([OH:33])[CH:31]=3)[CH:26]=[CH:25][CH:24]=2)=[O:20])=[CH:4][C:3]=1[C:10]([F:11])([F:12])[F:13]. (6) Given the reactants [NH:1]1[CH2:6][CH2:5][CH:4]([C:7]([NH2:9])=[O:8])[CH2:3][CH2:2]1.[NH:10]1[C:18]2[C:13](=[CH:14][C:15]([NH:19][C:20]3[C:21]4[S:28][C:27]([C:29]5[CH:36]=[CH:35][C:32]([CH:33]=O)=[CH:31][CH:30]=5)=[CH:26][C:22]=4[N:23]=[CH:24][N:25]=3)=[CH:16][CH:17]=2)[CH:12]=[CH:11]1, predict the reaction product. The product is: [NH:10]1[C:18]2[C:13](=[CH:14][C:15]([NH:19][C:20]3[C:21]4[S:28][C:27]([C:29]5[CH:36]=[CH:35][C:32]([CH2:33][N:1]6[CH2:6][CH2:5][CH:4]([C:7]([NH2:9])=[O:8])[CH2:3][CH2:2]6)=[CH:31][CH:30]=5)=[CH:26][C:22]=4[N:23]=[CH:24][N:25]=3)=[CH:16][CH:17]=2)[CH:12]=[CH:11]1. (7) Given the reactants [N+:1]([C:4]1[CH:5]=[C:6]([C:13]([N:15]2[CH2:20][CH2:19][N:18]([CH2:21][CH:22]3[CH2:26][CH2:25][CH2:24][O:23]3)[CH2:17][CH2:16]2)=[O:14])[CH:7]=[CH:8][C:9]=1[N+:10]([O-])=O)([O-])=O.[N:27]#[C:28][Br:29], predict the reaction product. The product is: [BrH:29].[NH2:27][C:28]1[NH:10][C:9]2[CH:8]=[CH:7][C:6]([C:13]([N:15]3[CH2:20][CH2:19][N:18]([CH2:21][CH:22]4[CH2:26][CH2:25][CH2:24][O:23]4)[CH2:17][CH2:16]3)=[O:14])=[CH:5][C:4]=2[N:1]=1. (8) Given the reactants Cl.N[CH2:3][C:4]1[C:9]([C:10]([CH3:13])([CH3:12])[CH3:11])=[CH:8][C:7]([C:14]([CH3:17])([CH3:16])[CH3:15])=[CH:6][C:5]=1[OH:18].C1N2CN3CN(C2)CN1C3.[OH2:29].Cl, predict the reaction product. The product is: [C:10]([C:9]1[CH:8]=[C:7]([C:14]([CH3:17])([CH3:16])[CH3:15])[CH:6]=[C:5]([OH:18])[C:4]=1[CH:3]=[O:29])([CH3:13])([CH3:12])[CH3:11]. (9) Given the reactants [CH3:1][O:2][C:3]1[CH:8]=[CH:7][CH:6]=[CH:5][C:4]=1[CH:9]([CH3:12])[C:10]#[N:11].[CH2:13](N)[CH2:14][NH2:15], predict the reaction product. The product is: [CH3:1][O:2][C:3]1[CH:8]=[CH:7][CH:6]=[CH:5][C:4]=1[CH:9]([C:10]1[NH:15][CH2:14][CH2:13][N:11]=1)[CH3:12]. (10) The product is: [OH:3][C@:4]1([C:15]2[CH:22]=[CH:21][C:18]([C:19]#[N:20])=[C:17]([CH2:23][C:24]3[CH:29]=[CH:28][C:27]([I:1])=[CH:26][CH:25]=3)[CH:16]=2)[O:12][C@H:11]([CH2:13][OH:14])[C@@H:9]([OH:10])[C@H:7]([OH:8])[C@H:5]1[OH:6]. Given the reactants [I:1]Cl.[OH:3][C@:4]1([C:15]2[CH:22]=[CH:21][C:18]([C:19]#[N:20])=[C:17]([CH2:23][C:24]3[CH:29]=[CH:28][C:27]([Si](C)(C)C)=[CH:26][CH:25]=3)[CH:16]=2)[O:12][C@H:11]([CH2:13][OH:14])[C@@H:9]([OH:10])[C@H:7]([OH:8])[C@H:5]1[OH:6], predict the reaction product.